Dataset: Catalyst prediction with 721,799 reactions and 888 catalyst types from USPTO. Task: Predict which catalyst facilitates the given reaction. Reactant: [F:1][C:2]([F:15])([F:14])[O:3][C:4]1[CH:9]=[CH:8][CH:7]=[CH:6][C:5]=1[CH2:10][C:11]([OH:13])=O.C(N(C(C)C)CC)(C)C.F[P-](F)(F)(F)(F)F.N1(OC(N(C)C)=[N+](C)C)C2N=CC=CC=2N=N1.[N:49]1([C:55]2[C:64]3[C:59](=[CH:60][CH:61]=[CH:62][CH:63]=3)[C:58]([C:65]#[N:66])=[CH:57][CH:56]=2)[CH2:54][CH2:53][CH2:52][CH2:51][NH:50]1. Product: [F:14][C:2]([F:1])([F:15])[O:3][C:4]1[CH:9]=[CH:8][CH:7]=[CH:6][C:5]=1[CH2:10][C:11]([N:50]1[CH2:51][CH2:52][CH2:53][CH2:54][N:49]1[C:55]1[C:64]2[C:59](=[CH:60][CH:61]=[CH:62][CH:63]=2)[C:58]([C:65]#[N:66])=[CH:57][CH:56]=1)=[O:13]. The catalyst class is: 9.